Dataset: Reaction yield outcomes from USPTO patents with 853,638 reactions. Task: Predict the reaction yield, written as a fraction of the theoretical maximum amount of product (1.0 means a 100% yield; for example, 0.34 means a 34% yield). (1) The reactants are [NH2:1][N:2]1[CH:6]=[CH:5][CH:4]=[C:3]1[C:7]([NH:9][C:10]1[CH:15]=[CH:14][CH:13]=[CH:12][CH:11]=1)=[O:8].[C:16]([O:20][C:21]([NH:23][CH:24]([CH2:28]C)[C:25](O)=[O:26])=[O:22])([CH3:19])([CH3:18])[CH3:17]. The catalyst is C(OCC)C. The product is [O:26]=[C:25]([NH:1][N:2]1[CH:6]=[CH:5][CH:4]=[C:3]1[C:7](=[O:8])[NH:9][C:10]1[CH:15]=[CH:14][CH:13]=[CH:12][CH:11]=1)[CH:24]([NH:23][C:21](=[O:22])[O:20][C:16]([CH3:19])([CH3:18])[CH3:17])[CH3:28]. The yield is 0.840. (2) The reactants are [Cl:1][C:2]1[N:7]=[C:6]([C:8]2[S:12][CH:11]=[N:10][C:9]=2[C:13]2[CH:18]=[CH:17][CH:16]=[C:15]([N+:19]([O-])=O)[CH:14]=2)[CH:5]=[CH:4][N:3]=1. The catalyst is [Pd]. The product is [Cl:1][C:2]1[N:7]=[C:6]([C:8]2[S:12][CH:11]=[N:10][C:9]=2[C:13]2[CH:14]=[C:15]([NH2:19])[CH:16]=[CH:17][CH:18]=2)[CH:5]=[CH:4][N:3]=1. The yield is 0.770. (3) The reactants are [F:1][C:2]1[CH:7]=[CH:6][CH:5]=[CH:4][C:3]=1[C:8](=[O:11])[CH2:9][CH3:10].[Br:12]Br. The catalyst is C(O)(=O)C. The product is [Br:12][CH:9]([CH3:10])[C:8]([C:3]1[CH:4]=[CH:5][CH:6]=[CH:7][C:2]=1[F:1])=[O:11]. The yield is 0.970. (4) The reactants are [F:1][C:2]1[CH:3]=[C:4](/[CH:11]=[CH:12]/[C:13]([O:15][CH3:16])=[O:14])[CH:5]=[C:6]([F:10])[C:7]=1[CH:8]=O.[NH:17]1[C:25]2[C:20](=[CH:21][CH:22]=[CH:23][CH:24]=2)[C:19]([CH2:26][C@H:27]([NH:29][CH2:30][C:31]([F:34])([CH3:33])[CH3:32])[CH3:28])=[CH:18]1.C(O)(=O)C. The catalyst is C1(C)C=CC=CC=1. The product is [F:1][C:2]1[CH:3]=[C:4](/[CH:11]=[CH:12]/[C:13]([O:15][CH3:16])=[O:14])[CH:5]=[C:6]([F:10])[C:7]=1[C@@H:8]1[C:18]2[NH:17][C:25]3[C:20]([C:19]=2[CH2:26][C@@H:27]([CH3:28])[N:29]1[CH2:30][C:31]([F:34])([CH3:33])[CH3:32])=[CH:21][CH:22]=[CH:23][CH:24]=3. The yield is 0.680. (5) The reactants are [Cl:1][C:2]1[C:3]([CH3:18])=[C:4]([NH:10][C@H:11]([C@@H:15]([OH:17])[CH3:16])[C:12]([OH:14])=O)[CH:5]=[CH:6][C:7]=1[C:8]#[N:9].[Br:19][C:20]1[CH:29]=[CH:28][C:23]([C:24]([NH:26][NH2:27])=[O:25])=[CH:22][CH:21]=1.O.ON1C2C=CC=CC=2N=N1.Cl.CN(C)CCCN=C=NCC.CCN(CC)CC. The catalyst is C1COCC1. The yield is 0.760. The product is [Br:19][C:20]1[CH:29]=[CH:28][C:23]([C:24]([NH:26][NH:27][C:12](=[O:14])[C@H:11]([NH:10][C:4]2[CH:5]=[CH:6][C:7]([C:8]#[N:9])=[C:2]([Cl:1])[C:3]=2[CH3:18])[C@@H:15]([OH:17])[CH3:16])=[O:25])=[CH:22][CH:21]=1. (6) The reactants are [Cl:1][C:2]1[C:11]([Cl:12])=[CH:10][CH:9]=[C:8]2[C:3]=1[CH:4]=[C:5]([N:13]=[C:14]=S)[N:6]=[CH:7]2.C(=O)([O-])[O-].[Cs+].[Cs+].Cl.Cl.[NH2:24][CH2:25][C@@:26]1([OH:34])[CH:31]2[CH2:32][CH2:33][N:28]([CH2:29][CH2:30]2)[CH2:27]1.C(N=C=NC(C)C)(C)C. The catalyst is CN(C=O)C. The product is [Cl:1][C:2]1[C:11]([Cl:12])=[CH:10][CH:9]=[C:8]2[C:3]=1[CH:4]=[C:5]([NH:13][C:14]1[O:34][C@:26]3([CH2:25][N:24]=1)[CH:31]1[CH2:32][CH2:33][N:28]([CH2:29][CH2:30]1)[CH2:27]3)[N:6]=[CH:7]2. The yield is 0.506. (7) The reactants are [C:1](N)(=O)[C@@H:2]([CH3:4])[OH:3].F[B-](F)(F)F.C([O+](CC)CC)C.[Br:19][C:20]1[N:25]=[CH:24][C:23]([NH2:26])=[C:22]([NH:27][C@@H:28]([CH2:30][CH3:31])[CH3:29])[CH:21]=1. The catalyst is ClCCl.O. The product is [Br:19][C:20]1[N:25]=[CH:24][C:23]2[N:26]=[C:1]([C@H:2]([OH:3])[CH3:4])[N:27]([C@@H:28]([CH2:30][CH3:31])[CH3:29])[C:22]=2[CH:21]=1. The yield is 0.230. (8) The reactants are [Cl:1][C:2]1[N:11]=[C:10]([Cl:12])[C:9]2[N:8]([CH3:13])[C:7](=[O:14])[CH:6]3[CH2:15][O:16][CH2:17][CH2:18][N:5]3[C:4]=2[N:3]=1.IC.[CH3:21]C([O-])(C)C. The catalyst is CS(C)=O.O. The product is [Cl:1][C:2]1[N:11]=[C:10]([Cl:12])[C:9]2[N:8]([CH3:13])[C:7](=[O:14])[C:6]3([CH3:21])[CH2:15][O:16][CH2:17][CH2:18][N:5]3[C:4]=2[N:3]=1. The yield is 0.950.